Dataset: Full USPTO retrosynthesis dataset with 1.9M reactions from patents (1976-2016). Task: Predict the reactants needed to synthesize the given product. (1) Given the product [CH3:58][O:59][C:60]1[CH:56]=[C:57]2[C:33]([C:32]([NH:20][CH2:19][C:16]3[N:14]4[N:15]=[C:10]([C:4]5[CH:5]=[C:6]([F:9])[C:7]([F:8])=[C:2]([F:1])[CH:3]=5)[CH:11]=[CH:12][C:13]4=[N:18][CH:17]=3)=[CH:31][CH:30]=[N:35]2)=[N:34][CH:36]=1, predict the reactants needed to synthesize it. The reactants are: [F:1][C:2]1[CH:3]=[C:4]([C:10]2[CH:11]=[CH:12][C:13]3[N:14]([C:16]([CH2:19][NH2:20])=[CH:17][N:18]=3)[N:15]=2)[CH:5]=[C:6]([F:9])[C:7]=1[F:8].FC1C=C([C:30]2[CH:31]=[CH:32][C:33]3[N:34]([C:36](CO)=CN=3)[N:35]=2)C=C(F)C=1F.C(N(CC)CC)C.N([Na])=[N+]=[N-].CP(C)C.[CH2:56]1[CH2:60][O:59][CH2:58][CH2:57]1. (2) The reactants are: Cl[C:2]1[N:7]=[CH:6][C:5]([N+:8]([O-:10])=[O:9])=[CH:4][N:3]=1.[NH:11]1[CH:15]=[N:14][N:13]=[N:12]1.C(N(CC)CC)C.O. Given the product [N+:8]([C:5]1[CH:4]=[N:3][C:2]([N:11]2[CH:15]=[N:14][N:13]=[N:12]2)=[N:7][CH:6]=1)([O-:10])=[O:9], predict the reactants needed to synthesize it. (3) Given the product [Cl:4][C:5]1[CH:12]=[CH:11][C:8]([CH2:9][C:17]2[CH2:16][CH2:15][CH2:14][N:18]=2)=[CH:7][CH:6]=1, predict the reactants needed to synthesize it. The reactants are: [Mg].II.[Cl:4][C:5]1[CH:12]=[CH:11][C:8]([CH2:9]Cl)=[CH:7][CH:6]=1.Cl[CH2:14][CH2:15][CH2:16][C:17]#[N:18]. (4) Given the product [C:19]1([C:24]2[CH:25]=[CH:26][CH:27]=[CH:28][CH:29]=2)[CH:20]=[CH:21][CH:22]=[CH:23][C:18]=1[NH:1][C:2]1[C:7]([Br:8])=[CH:6][C:5]([CH3:9])=[CH:4][N:3]=1, predict the reactants needed to synthesize it. The reactants are: [NH2:1][C:2]1[C:7]([Br:8])=[CH:6][C:5]([CH3:9])=[CH:4][N:3]=1.C1(C)C=CC=CC=1.I[C:18]1[CH:23]=[CH:22][CH:21]=[CH:20][C:19]=1[C:24]1[CH:29]=[CH:28][CH:27]=[CH:26][CH:25]=1.CC(C)([O-])C.[Na+]. (5) Given the product [CH3:15][C:12]1[N:11]([CH:16]=[CH:17][CH3:18])[C:10]2[CH:9]=[CH:8][C:7]3[C@@H:2]([O:1][CH2:40][CH2:41][O:42][CH3:43])[C@H:3]([O:25][C:26](=[O:31])[C:27]([CH3:30])([CH3:29])[CH3:28])[C@@H:4]([C:19]4[CH:24]=[CH:23][CH:22]=[CH:21][CH:20]=4)[O:5][C:6]=3[C:14]=2[N:13]=1, predict the reactants needed to synthesize it. The reactants are: [OH:1][C@@H:2]1[C:7]2[CH:8]=[CH:9][C:10]3[N:11]([CH:16]=[CH:17][CH3:18])[C:12]([CH3:15])=[N:13][C:14]=3[C:6]=2[O:5][C@H:4]([C:19]2[CH:24]=[CH:23][CH:22]=[CH:21][CH:20]=2)[C@H:3]1[O:25][C:26](=[O:31])[C:27]([CH3:30])([CH3:29])[CH3:28].O([CH2:40][CH2:41][O:42][CH3:43])S(C(F)(F)F)(=O)=O. (6) Given the product [CH3:1][O:2][C:3]1[CH:8]=[CH:7][C:6]([CH2:9][C:10]([NH:12][C:13]2[CH:14]=[CH:15][C:16]([C:17]([N:19]([CH2:45][C:46]([OH:48])=[O:47])[CH2:20][C:21]3[CH:26]=[CH:25][C:24]([C:27]4[O:31][N:30]=[C:29]([C:32]5[CH:37]=[CH:36][C:35]([C:38]6[CH:43]=[CH:42][C:41]([CH3:44])=[CH:40][CH:39]=6)=[CH:34][CH:33]=5)[N:28]=4)=[CH:23][CH:22]=3)=[O:18])=[CH:53][CH:54]=2)=[O:11])=[C:5]([C:55]([F:58])([F:57])[F:56])[CH:4]=1, predict the reactants needed to synthesize it. The reactants are: [CH3:1][O:2][C:3]1[CH:8]=[CH:7][C:6]([CH2:9][C:10]([NH:12][C:13]2[CH:54]=[CH:53][C:16]([C:17]([N:19]([CH2:45][C:46]([O:48]C(C)(C)C)=[O:47])[CH2:20][C:21]3[CH:26]=[CH:25][C:24]([C:27]4[O:31][N:30]=[C:29]([C:32]5[CH:37]=[CH:36][C:35]([C:38]6[CH:43]=[CH:42][C:41]([CH3:44])=[CH:40][CH:39]=6)=[CH:34][CH:33]=5)[N:28]=4)=[CH:23][CH:22]=3)=[O:18])=[CH:15][CH:14]=2)=[O:11])=[C:5]([C:55]([F:58])([F:57])[F:56])[CH:4]=1.C(O)(C(F)(F)F)=O.